This data is from NCI-60 drug combinations with 297,098 pairs across 59 cell lines. The task is: Regression. Given two drug SMILES strings and cell line genomic features, predict the synergy score measuring deviation from expected non-interaction effect. (1) Drug 1: COC1=C(C=C2C(=C1)N=CN=C2NC3=CC(=C(C=C3)F)Cl)OCCCN4CCOCC4. Drug 2: CCCCCOC(=O)NC1=NC(=O)N(C=C1F)C2C(C(C(O2)C)O)O. Cell line: IGROV1. Synergy scores: CSS=41.4, Synergy_ZIP=-1.49, Synergy_Bliss=-3.30, Synergy_Loewe=-26.5, Synergy_HSA=-2.92. (2) Drug 1: COC1=CC(=CC(=C1O)OC)C2C3C(COC3=O)C(C4=CC5=C(C=C24)OCO5)OC6C(C(C7C(O6)COC(O7)C8=CC=CS8)O)O. Drug 2: CC1=C2C(C(=O)C3(C(CC4C(C3C(C(C2(C)C)(CC1OC(=O)C(C(C5=CC=CC=C5)NC(=O)OC(C)(C)C)O)O)OC(=O)C6=CC=CC=C6)(CO4)OC(=O)C)O)C)O. Cell line: SN12C. Synergy scores: CSS=52.2, Synergy_ZIP=-11.6, Synergy_Bliss=-9.16, Synergy_Loewe=-7.23, Synergy_HSA=-3.17. (3) Drug 1: COC1=CC(=CC(=C1O)OC)C2C3C(COC3=O)C(C4=CC5=C(C=C24)OCO5)OC6C(C(C7C(O6)COC(O7)C8=CC=CS8)O)O. Drug 2: C1=NC2=C(N1)C(=S)N=CN2. Cell line: CCRF-CEM. Synergy scores: CSS=68.4, Synergy_ZIP=-1.68, Synergy_Bliss=-1.91, Synergy_Loewe=-1.88, Synergy_HSA=2.06. (4) Drug 1: CC1C(C(CC(O1)OC2CC(OC(C2O)C)OC3=CC4=CC5=C(C(=O)C(C(C5)C(C(=O)C(C(C)O)O)OC)OC6CC(C(C(O6)C)O)OC7CC(C(C(O7)C)O)OC8CC(C(C(O8)C)O)(C)O)C(=C4C(=C3C)O)O)O)O. Drug 2: C(CCl)NC(=O)N(CCCl)N=O. Cell line: HL-60(TB). Synergy scores: CSS=47.1, Synergy_ZIP=-0.197, Synergy_Bliss=0.468, Synergy_Loewe=-32.5, Synergy_HSA=-1.31. (5) Drug 1: C1CC(C1)(C(=O)O)C(=O)O.[NH2-].[NH2-].[Pt+2]. Drug 2: C1CN(P(=O)(OC1)NCCCl)CCCl. Cell line: A549. Synergy scores: CSS=11.4, Synergy_ZIP=-1.61, Synergy_Bliss=-1.15, Synergy_Loewe=-4.16, Synergy_HSA=-3.43. (6) Drug 1: CCC(=C(C1=CC=CC=C1)C2=CC=C(C=C2)OCCN(C)C)C3=CC=CC=C3.C(C(=O)O)C(CC(=O)O)(C(=O)O)O. Drug 2: COCCOC1=C(C=C2C(=C1)C(=NC=N2)NC3=CC=CC(=C3)C#C)OCCOC.Cl. Cell line: SNB-19. Synergy scores: CSS=18.5, Synergy_ZIP=-1.86, Synergy_Bliss=2.90, Synergy_Loewe=2.05, Synergy_HSA=2.38. (7) Drug 1: C1=CN(C(=O)N=C1N)C2C(C(C(O2)CO)O)O.Cl. Drug 2: CC1=C2C(C(=O)C3(C(CC4C(C3C(C(C2(C)C)(CC1OC(=O)C(C(C5=CC=CC=C5)NC(=O)OC(C)(C)C)O)O)OC(=O)C6=CC=CC=C6)(CO4)OC(=O)C)O)C)O. Cell line: IGROV1. Synergy scores: CSS=1.93, Synergy_ZIP=-1.90, Synergy_Bliss=0.253, Synergy_Loewe=-3.73, Synergy_HSA=-2.30. (8) Drug 2: CC1=C(C(=CC=C1)Cl)NC(=O)C2=CN=C(S2)NC3=CC(=NC(=N3)C)N4CCN(CC4)CCO. Cell line: 786-0. Drug 1: CC1=C(C=C(C=C1)C(=O)NC2=CC(=CC(=C2)C(F)(F)F)N3C=C(N=C3)C)NC4=NC=CC(=N4)C5=CN=CC=C5. Synergy scores: CSS=-10.2, Synergy_ZIP=6.07, Synergy_Bliss=4.86, Synergy_Loewe=-7.50, Synergy_HSA=-6.62. (9) Drug 1: CCC1(CC2CC(C3=C(CCN(C2)C1)C4=CC=CC=C4N3)(C5=C(C=C6C(=C5)C78CCN9C7C(C=CC9)(C(C(C8N6C)(C(=O)OC)O)OC(=O)C)CC)OC)C(=O)OC)O.OS(=O)(=O)O. Drug 2: CC1=C(C(=O)C2=C(C1=O)N3CC4C(C3(C2COC(=O)N)OC)N4)N. Cell line: MALME-3M. Synergy scores: CSS=15.1, Synergy_ZIP=-5.87, Synergy_Bliss=-0.293, Synergy_Loewe=-2.66, Synergy_HSA=-2.17.